The task is: Regression/Classification. Given a drug SMILES string, predict its absorption, distribution, metabolism, or excretion properties. Task type varies by dataset: regression for continuous measurements (e.g., permeability, clearance, half-life) or binary classification for categorical outcomes (e.g., BBB penetration, CYP inhibition). For this dataset (solubility_aqsoldb), we predict Y.. This data is from Aqueous solubility values for 9,982 compounds from the AqSolDB database. (1) The compound is NCC(O)C(=O)O. The Y is -0.823 log mol/L. (2) The compound is CC(=O)OCC(=O)C1(O)CCC2C3CCC4=CC(=O)CCC4(C)C3C(O)CC21C. The Y is -4.61 log mol/L. (3) The drug is O=C(O)c1ccc([N+](=O)[O-])c(C(=O)O)c1. The Y is -1.34 log mol/L. (4) The molecule is Cc1c(OCC(F)(F)F)ccnc1CO. The Y is -1.79 log mol/L. (5) The compound is Nc1cc(N2CCCCC2)nc(N)[n+]1[O-]. The Y is -1.94 log mol/L. (6) The compound is Clc1ccc(Oc2c(Cl)ccc(Cl)c2Cl)c(Cl)c1Cl. The Y is -7.96 log mol/L. (7) The Y is -4.38 log mol/L. The molecule is CCN(CCC#N)c1ccc(N=Nc2c(Br)cc([N+](=O)[O-])cc2Br)cc1. (8) The molecule is CCC1(c2ccccc2)C(=O)NC(=O)N(CC(O)CO)C1=O. The Y is -1.79 log mol/L. (9) The drug is Cn1nc(S(N)(=O)=O)sc1=NS(C)(=O)=O. The Y is -2.05 log mol/L. (10) The molecule is COc1cc(OC)cc(C(=O)N(O)c2cccc(C)c2)c1. The Y is -3.61 log mol/L.